From a dataset of Catalyst prediction with 721,799 reactions and 888 catalyst types from USPTO. Predict which catalyst facilitates the given reaction. (1) Reactant: CN(C(ON1N=NC2C=CC=NC1=2)=[N+](C)C)C.F[P-](F)(F)(F)(F)F.[CH3:25][O:26][C:27]1[CH:32]=[CH:31][C:30]([C:33]2[CH:38]=[CH:37][C:36]([C:39]([OH:41])=O)=[C:35]([N+:42]([O-:44])=[O:43])[CH:34]=2)=[CH:29][CH:28]=1.Cl.[NH2:46][C@H:47]([C:52]([O:54][CH3:55])=[O:53])[CH2:48][CH2:49][CH2:50][CH3:51].C(NC(C)C)(C)C. Product: [CH3:25][O:26][C:27]1[CH:28]=[CH:29][C:30]([C:33]2[CH:38]=[CH:37][C:36]([C:39]([NH:46][C@H:47]([C:52]([O:54][CH3:55])=[O:53])[CH2:48][CH2:49][CH2:50][CH3:51])=[O:41])=[C:35]([N+:42]([O-:44])=[O:43])[CH:34]=2)=[CH:31][CH:32]=1. The catalyst class is: 39. (2) Reactant: Cl[C:2]1[CH:7]=[C:6]([Cl:8])[N:5]=[CH:4][N:3]=1.C(=O)([O-])[O-].Cl.[CH3:14][CH:15]1[CH2:21][CH2:20][CH:19]([CH3:22])[CH2:18][CH2:17][NH:16]1.[Cl-].[NH4+]. Product: [Cl:8][C:6]1[N:5]=[CH:4][N:3]=[C:2]([N:16]2[CH2:17][CH2:18][CH:19]([CH3:22])[CH2:20][CH2:21][CH:15]2[CH3:14])[CH:7]=1. The catalyst class is: 10. (3) Reactant: [F:1][C:2]1[CH:20]=[CH:19][C:5]([CH2:6][N:7]2[C@@H:12]([CH3:13])[CH2:11][N:10]([C:14](=[O:17])[CH2:15][OH:16])[C@H:9]([CH3:18])[CH2:8]2)=[CH:4][CH:3]=1.[H-].[Na+].Cl[C:24]1[C:29]([N+:30]([O-:32])=[O:31])=[CH:28][C:27]([Cl:33])=[CH:26][N:25]=1. Product: [Cl:33][C:27]1[CH:28]=[C:29]([N+:30]([O-:32])=[O:31])[C:24]([O:16][CH2:15][C:14]([N:10]2[CH2:11][C@H:12]([CH3:13])[N:7]([CH2:6][C:5]3[CH:4]=[CH:3][C:2]([F:1])=[CH:20][CH:19]=3)[CH2:8][C@H:9]2[CH3:18])=[O:17])=[N:25][CH:26]=1. The catalyst class is: 11. (4) Reactant: [CH:1]([N:14]1[CH2:17][C:16]([NH:20][CH3:21])([C:18]#[N:19])[CH2:15]1)([C:8]1[CH:13]=[CH:12][CH:11]=[CH:10][CH:9]=1)[C:2]1[CH:7]=[CH:6][CH:5]=[CH:4][CH:3]=1.[OH:22]S(O)(=O)=O. Product: [CH:1]([N:14]1[CH2:17][C:16]([NH:20][CH3:21])([C:18]([NH2:19])=[O:22])[CH2:15]1)([C:8]1[CH:13]=[CH:12][CH:11]=[CH:10][CH:9]=1)[C:2]1[CH:3]=[CH:4][CH:5]=[CH:6][CH:7]=1. The catalyst class is: 2. (5) Reactant: [Si]([O:8][C@@H:9]1[C@@:36]2([CH3:37])[C:13](=[CH:14][CH:15]=[C:16]3[C@@H:35]2[CH2:34][CH2:33][C@@:32]2([CH3:38])[C@H:17]3[CH2:18][CH:19]=[C:20]2[C@@H:21]([S:23][CH2:24][CH2:25][C:26]([CH2:30][CH3:31])([OH:29])[CH2:27][CH3:28])[CH3:22])[CH2:12][C@@H:11]([OH:39])[CH2:10]1)(C(C)(C)C)(C)C.[F-].C([N+](CCCC)(CCCC)CCCC)CCC. Product: [OH:8][C@@H:9]1[C@@:36]2([CH3:37])[C:13](=[CH:14][CH:15]=[C:16]3[C@@H:35]2[CH2:34][CH2:33][C@@:32]2([CH3:38])[C@H:17]3[CH2:18][CH:19]=[C:20]2[C@@H:21]([S:23][CH2:24][CH2:25][C:26]([CH2:30][CH3:31])([OH:29])[CH2:27][CH3:28])[CH3:22])[CH2:12][C@@H:11]([OH:39])[CH2:10]1. The catalyst class is: 7. (6) Reactant: C([O:3][C:4]([C:6]1[CH:7]=[C:8]2[C:13](=[C:14]([C:16]#[N:17])[CH:15]=1)[O:12][C:11]([CH3:19])([CH3:18])[CH2:10][C:9]2([CH3:21])[CH3:20])=[O:5])C.[OH-].[Na+].Cl. Product: [C:16]([C:14]1[CH:15]=[C:6]([C:4]([OH:5])=[O:3])[CH:7]=[C:8]2[C:13]=1[O:12][C:11]([CH3:18])([CH3:19])[CH2:10][C:9]2([CH3:20])[CH3:21])#[N:17]. The catalyst class is: 8. (7) Reactant: [CH3:1][O:2][C:3]1[CH:4]=[C:5]([CH:9]=[CH:10][C:11]=1[Br:12])[C:6]([OH:8])=O.CN1CCOCC1.CN(C(ON1N=NC2C=CC=NC1=2)=[N+](C)C)C.F[P-](F)(F)(F)(F)F.[CH3:44][N:45]1[CH2:50][CH2:49][NH:48][CH2:47][CH2:46]1. Product: [Br:12][C:11]1[CH:10]=[CH:9][C:5]([C:6]([N:48]2[CH2:49][CH2:50][N:45]([CH3:44])[CH2:46][CH2:47]2)=[O:8])=[CH:4][C:3]=1[O:2][CH3:1]. The catalyst class is: 31. (8) Reactant: [F:1][C:2]([F:52])([F:51])[C:3]1[CH:4]=[C:5]([CH:48]=[CH:49][CH:50]=1)[CH2:6][NH:7][C:8]([C:10]1[CH:15]=[CH:14][N:13]=[C:12]([C:16]2[CH:21]=[C:20]([O:22][CH2:23][C:24]([F:27])([F:26])[F:25])[CH:19]=[CH:18][C:17]=2[NH:28][C:29]([C:31]2[CH:32]=[C:33]([CH:45]=[CH:46][CH:47]=2)[CH2:34][S:35][CH2:36][CH2:37][C:38]([O:40]C(C)(C)C)=[O:39])=[O:30])[CH:11]=1)=[O:9].FC(F)(F)C(O)=O. Product: [F:52][C:2]([F:1])([F:51])[C:3]1[CH:4]=[C:5]([CH:48]=[CH:49][CH:50]=1)[CH2:6][NH:7][C:8]([C:10]1[CH:15]=[CH:14][N:13]=[C:12]([C:16]2[CH:21]=[C:20]([O:22][CH2:23][C:24]([F:26])([F:25])[F:27])[CH:19]=[CH:18][C:17]=2[NH:28][C:29]([C:31]2[CH:32]=[C:33]([CH:45]=[CH:46][CH:47]=2)[CH2:34][S:35][CH2:36][CH2:37][C:38]([OH:40])=[O:39])=[O:30])[CH:11]=1)=[O:9]. The catalyst class is: 4. (9) Reactant: [C:1]([O:8][CH2:9][CH3:10])(=[O:7])[C:2]([O:4]CC)=O.[O-]CC.[Na+].[C:15]([C:22]1[CH:27]=[CH:26][CH:25]=[CH:24][CH:23]=1)(=[O:21])[CH2:16][CH2:17][CH2:18][CH2:19][CH3:20]. Product: [CH2:9]([O:8][C:1](=[O:7])[C:2](=[O:4])[CH:16]([C:15](=[O:21])[C:22]1[CH:27]=[CH:26][CH:25]=[CH:24][CH:23]=1)[CH2:17][CH2:18][CH2:19][CH3:20])[CH3:10]. The catalyst class is: 8. (10) Reactant: [H-].[Na+].[OH:3][C:4]1[CH:9]=[CH:8][C:7]([N:10]2[C:18](=[O:19])[C:17]3[C:12](=[CH:13][CH:14]=[CH:15][CH:16]=3)[C:11]2=[O:20])=[CH:6][CH:5]=1.[C:21]([O:25][C:26]([N:28]1[CH2:32][CH2:31][CH2:30][C@@H:29]1[CH2:33]OS(C1C=CC(C)=CC=1)(=O)=O)=[O:27])([CH3:24])([CH3:23])[CH3:22]. Product: [C:21]([O:25][C:26]([N:28]1[CH2:32][CH2:31][CH2:30][C@@H:29]1[CH2:33][O:3][C:4]1[CH:5]=[CH:6][C:7]([N:10]2[C:18](=[O:19])[C:17]3[C:12](=[CH:13][CH:14]=[CH:15][CH:16]=3)[C:11]2=[O:20])=[CH:8][CH:9]=1)=[O:27])([CH3:24])([CH3:22])[CH3:23]. The catalyst class is: 3.